This data is from Full USPTO retrosynthesis dataset with 1.9M reactions from patents (1976-2016). The task is: Predict the reactants needed to synthesize the given product. (1) Given the product [F:1][C:2]1[CH:7]=[CH:6][CH:5]=[CH:4][C:3]=1[C:8]1[N:12]([S:39]([C:35]2[CH:34]=[N:33][CH:38]=[CH:37][CH:36]=2)(=[O:41])=[O:40])[CH:11]=[C:10]([CH:13]=[O:14])[C:9]=1[I:15], predict the reactants needed to synthesize it. The reactants are: [F:1][C:2]1[CH:7]=[CH:6][CH:5]=[CH:4][C:3]=1[C:8]1[NH:12][CH:11]=[C:10]([CH:13]=[O:14])[C:9]=1[I:15].[H-].[Na+].C1OCCOCCOCCOCCOC1.[N:33]1[CH:38]=[CH:37][CH:36]=[C:35]([S:39](Cl)(=[O:41])=[O:40])[CH:34]=1. (2) Given the product [C:10]([O:14][C:15]([N:17]1[CH2:22][CH2:21][CH:20]([C:25]2[N:30]=[C:29]([C:31]([O:33][CH3:34])=[O:32])[CH:28]=[CH:27][CH:26]=2)[CH2:19][CH2:18]1)=[O:16])([CH3:13])([CH3:12])[CH3:11], predict the reactants needed to synthesize it. The reactants are: BrCCBr.C[Si](Cl)(C)C.[C:10]([O:14][C:15]([N:17]1[CH2:22][CH2:21][CH:20](I)[CH2:19][CH2:18]1)=[O:16])([CH3:13])([CH3:12])[CH3:11].Cl[C:25]1[N:30]=[C:29]([C:31]([O:33][CH3:34])=[O:32])[CH:28]=[CH:27][CH:26]=1. (3) Given the product [CH:17]([C@:11]1([C:14]([N:29]2[CH2:28][CH:27]=[C:26]([C:20]3[CH:25]=[CH:24][CH:23]=[CH:22][CH:21]=3)[CH2:31][CH2:30]2)=[O:16])[CH2:12][CH2:13][C@@H:9]([NH:8][C:6](=[O:7])[O:5][C:1]([CH3:2])([CH3:3])[CH3:4])[CH2:10]1)([CH3:19])[CH3:18], predict the reactants needed to synthesize it. The reactants are: [C:1]([O:5][C:6]([NH:8][C@@H:9]1[CH2:13][CH2:12][C@:11]([CH:17]([CH3:19])[CH3:18])([C:14]([OH:16])=O)[CH2:10]1)=[O:7])([CH3:4])([CH3:3])[CH3:2].[C:20]1([CH:26]2[CH2:31][CH2:30][NH:29][CH2:28][CH2:27]2)[CH:25]=[CH:24][CH:23]=[CH:22][CH:21]=1.C(N(CC)CC)C.F[P-](F)(F)(F)(F)F.N1(O[P+](N(C)C)(N(C)C)N(C)C)C2C=CC=CC=2N=N1. (4) Given the product [NH2:16][C:13]1[CH:14]=[CH:15][C:10]2[N:11]([C:19]([CH2:20][OH:21])=[C:8]([C:5]3[CH:6]=[CH:7][C:2]([Cl:1])=[CH:3][CH:4]=3)[N:9]=2)[CH:12]=1, predict the reactants needed to synthesize it. The reactants are: [Cl:1][C:2]1[CH:7]=[CH:6][C:5]([C:8]2[N:9]=[C:10]3[CH:15]=[CH:14][C:13]([N+:16]([O-])=O)=[CH:12][N:11]3[C:19]=2[CH2:20][OH:21])=[CH:4][CH:3]=1.CN(C=O)C.